From a dataset of Full USPTO retrosynthesis dataset with 1.9M reactions from patents (1976-2016). Predict the reactants needed to synthesize the given product. (1) Given the product [F:21][C:20]([F:23])([F:22])[C:19]([N:16]1[CH2:17][CH2:18][N:13]([C:4]2[CH:5]=[C:6]([S:9]([C:33]3[C:34]4[C:29](=[CH:28][CH:27]=[CH:26][CH:25]=4)[CH:30]=[CH:31][CH:32]=3)(=[O:11])=[O:10])[CH:7]=[CH:8][C:3]=2[O:2][CH3:1])[CH2:14][CH2:15]1)=[O:24], predict the reactants needed to synthesize it. The reactants are: [CH3:1][O:2][C:3]1[CH:8]=[CH:7][C:6]([S:9](Cl)(=[O:11])=[O:10])=[CH:5][C:4]=1[N:13]1[CH2:18][CH2:17][N:16]([C:19](=[O:24])[C:20]([F:23])([F:22])[F:21])[CH2:15][CH2:14]1.[C:25]1([Mg]Br)[C:34]2[C:29](=[CH:30][CH:31]=[CH:32][CH:33]=2)[CH:28]=[CH:27][CH:26]=1.[Cl-].[NH4+]. (2) Given the product [F:1][C:2]1[C:12]([C:23]2[CH:24]=[C:25]([NH:29][S:30]([CH2:33][CH3:34])(=[O:32])=[O:31])[CH:26]=[N:27][CH:28]=2)=[CH:11][C:5]2[N:6]([CH3:10])[C:7](=[O:9])[O:8][C:4]=2[CH:3]=1, predict the reactants needed to synthesize it. The reactants are: [F:1][C:2]1[C:12](B2OC(C)(C)C(C)(C)O2)=[CH:11][C:5]2[N:6]([CH3:10])[C:7](=[O:9])[O:8][C:4]=2[CH:3]=1.Br[C:23]1[CH:24]=[C:25]([NH:29][S:30]([CH2:33][CH3:34])(=[O:32])=[O:31])[CH:26]=[N:27][CH:28]=1.[O-]P([O-])([O-])=O.[K+].[K+].[K+]. (3) Given the product [C:1]1([CH3:11])[CH:2]=[CH:3][C:4]([S:7]([O-:10])(=[O:8])=[O:9])=[CH:5][CH:6]=1.[SH:31][CH2:32][CH2:33][O:34][CH2:35][CH2:36][N+:37]([CH3:40])([CH3:39])[CH3:38], predict the reactants needed to synthesize it. The reactants are: [C:1]1([CH3:11])[CH:6]=[CH:5][C:4]([S:7]([O-:10])(=[O:9])=[O:8])=[CH:3][CH:2]=1.C([S:31][CH2:32][CH2:33][O:34][CH2:35][CH2:36][N+:37]([CH3:40])([CH3:39])[CH3:38])(C1C=CC=CC=1)(C1C=CC=CC=1)C1C=CC=CC=1. (4) Given the product [Br:13][C:14]1[CH:15]=[C:16]([CH2:20][CH2:21][O:22][CH:24]2[CH2:25][CH2:26][CH2:27][CH2:28][O:23]2)[CH:17]=[CH:18][CH:19]=1, predict the reactants needed to synthesize it. The reactants are: O.C1(C)C=CC(S(O)(=O)=O)=CC=1.[Br:13][C:14]1[CH:15]=[C:16]([CH2:20][CH2:21][OH:22])[CH:17]=[CH:18][CH:19]=1.[O:23]1[CH:28]=[CH:27][CH2:26][CH2:25][CH2:24]1.